Dataset: Forward reaction prediction with 1.9M reactions from USPTO patents (1976-2016). Task: Predict the product of the given reaction. (1) Given the reactants [C@H:1]12[CH2:6][C@H:5]1[CH2:4][NH:3][C@@H:2]2[CH2:7][NH:8][C:9]([C:11]1[N:18]2[C:14]([S:15][CH:16]=[CH:17]2)=[N:13][C:12]=1[CH3:19])=[O:10].[F:20][C:21]1[CH:26]=[CH:25][CH:24]=[CH:23][C:22]=1[C:27]1[S:31][C:30]([CH3:32])=[N:29][C:28]=1[C:33](O)=[O:34], predict the reaction product. The product is: [F:20][C:21]1[CH:26]=[CH:25][CH:24]=[CH:23][C:22]=1[C:27]1[S:31][C:30]([CH3:32])=[N:29][C:28]=1[C:33]([N:3]1[CH2:4][C@H:5]2[C@H:1]([CH2:6]2)[C@H:2]1[CH2:7][NH:8][C:9]([C:11]1[N:18]2[C:14]([S:15][CH:16]=[CH:17]2)=[N:13][C:12]=1[CH3:19])=[O:10])=[O:34]. (2) Given the reactants ClCCl.[NH2:4][C:5]1[S:6][CH:7]=[C:8]([C:10](=[O:16])[C:11]([O:13][CH2:14][CH3:15])=[O:12])[N:9]=1.Cl[C:18]([O:20][CH2:21][CH:22]=[CH2:23])=[O:19], predict the reaction product. The product is: [CH2:21]([O:20][C:18]([NH:4][C:5]1[S:6][CH:7]=[C:8]([C:10](=[O:16])[C:11]([O:13][CH2:14][CH3:15])=[O:12])[N:9]=1)=[O:19])[CH:22]=[CH2:23].